The task is: Predict hERG channel inhibition at various concentrations.. This data is from hERG Central: cardiac toxicity at 1µM, 10µM, and general inhibition. (1) The molecule is O=C(COc1ccc(Cl)cc1)Nc1cccc(-c2ccc3nncn3n2)c1. Results: hERG_inhib (hERG inhibition (general)): blocker. (2) The molecule is Cc1ccc(OCCC(=O)Nc2ccc(C)c(F)c2)cc1. Results: hERG_inhib (hERG inhibition (general)): blocker. (3) The compound is Cc1cc(Cl)ccc1OCCCC(=O)N1CCN(C(=O)c2ccco2)CC1. Results: hERG_inhib (hERG inhibition (general)): blocker. (4) The drug is CCCN(CCC)CCCOC(=O)c1ccc(Cl)cc1Cl.Cl. Results: hERG_inhib (hERG inhibition (general)): blocker. (5) The molecule is COc1ccc(S(=O)(=O)N2CCCN(CC(=O)Nc3ccccc3F)CC2)cc1. Results: hERG_inhib (hERG inhibition (general)): blocker. (6) The compound is COc1ccc(CNC(=O)COc2ccc([N+](=O)[O-])cc2)cc1. Results: hERG_inhib (hERG inhibition (general)): blocker. (7) The drug is O=C(/C=C/c1ccco1)N1CCN(C/C=C/c2ccccc2)CC1. Results: hERG_inhib (hERG inhibition (general)): blocker.